This data is from Forward reaction prediction with 1.9M reactions from USPTO patents (1976-2016). The task is: Predict the product of the given reaction. (1) Given the reactants [CH2:1]([N:8]1[C:16]([C:17]2[CH:33]=[CH:32][C:20]([O:21][C:22]3[CH:23]=[C:24]([CH:29]=[CH:30][CH:31]=3)[C:25]([O:27]C)=O)=[CH:19][CH:18]=2)=[C:15]2[C:10]([C:11]([C:34]([F:37])([F:36])[F:35])=[CH:12][CH:13]=[CH:14]2)=[N:9]1)[C:2]1[CH:7]=[CH:6][CH:5]=[CH:4][CH:3]=1.[C-]#N.[Na+].[CH3:41][NH:42][CH3:43], predict the reaction product. The product is: [CH2:1]([N:8]1[C:16]([C:17]2[CH:33]=[CH:32][C:20]([O:21][C:22]3[CH:23]=[C:24]([CH:29]=[CH:30][CH:31]=3)[C:25]([N:42]([CH3:43])[CH3:41])=[O:27])=[CH:19][CH:18]=2)=[C:15]2[C:10]([C:11]([C:34]([F:36])([F:35])[F:37])=[CH:12][CH:13]=[CH:14]2)=[N:9]1)[C:2]1[CH:7]=[CH:6][CH:5]=[CH:4][CH:3]=1. (2) The product is: [CH3:17][O:18][C:19]([NH:11][C@H:7]([C:4]1[CH:3]=[CH:2][CH:1]=[CH:6][CH:5]=1)[C:8]([OH:10])=[O:9])=[O:20]. Given the reactants [CH:1]1[CH:6]=[CH:5][C:4]([C@@H:7]([NH2:11])[C:8]([OH:10])=[O:9])=[CH:3][CH:2]=1.C([O-])(O)=O.[Na+].[CH3:17][O:18][C:19](Cl)=[O:20].Cl, predict the reaction product. (3) Given the reactants [C:1]([NH:9][C:10]1[CH:30]=[CH:29][C:13]([O:14][C:15]2[C:24]3[C:19](=[CH:20][C:21]([OH:27])=[C:22]([O:25][CH3:26])[CH:23]=3)[N:18]=[CH:17][C:16]=2[Br:28])=[CH:12][CH:11]=1)(=[O:8])[C:2]1[CH:7]=[CH:6][CH:5]=[CH:4][CH:3]=1.C([O-])([O-])=O.[K+].[K+].[CH:37]1([O:42][C:43](=[O:56])[C@@H:44]([NH:48][C:49]([O:51][C:52]([CH3:55])([CH3:54])[CH3:53])=[O:50])[CH2:45][CH2:46]Br)[CH2:41][CH2:40][CH2:39][CH2:38]1, predict the reaction product. The product is: [CH:37]1([O:42][C:43](=[O:56])[C@@H:44]([NH:48][C:49]([O:51][C:52]([CH3:55])([CH3:54])[CH3:53])=[O:50])[CH2:45][CH2:46][O:27][C:21]2[CH:20]=[C:19]3[C:24]([C:15]([O:14][C:13]4[CH:29]=[CH:30][C:10]([NH:9][C:1](=[O:8])[C:2]5[CH:3]=[CH:4][CH:5]=[CH:6][CH:7]=5)=[CH:11][CH:12]=4)=[C:16]([Br:28])[CH:17]=[N:18]3)=[CH:23][C:22]=2[O:25][CH3:26])[CH2:38][CH2:39][CH2:40][CH2:41]1. (4) Given the reactants Cl.[NH2:2][O:3][CH2:4][C:5]([NH2:7])=[O:6].[C:8]1([C:14]([C:16]2[NH:24][C:19]3=[CH:20][N:21]=[CH:22][CH:23]=[C:18]3[CH:17]=2)=O)[CH:13]=[CH:12][CH:11]=[CH:10][CH:9]=1, predict the reaction product. The product is: [C:8]1([C:14](=[N:2][O:3][CH2:4][C:5]([NH2:7])=[O:6])[C:16]2[NH:24][C:19]3=[CH:20][N:21]=[CH:22][CH:23]=[C:18]3[CH:17]=2)[CH:9]=[CH:10][CH:11]=[CH:12][CH:13]=1.